Predict the reactants needed to synthesize the given product. From a dataset of Full USPTO retrosynthesis dataset with 1.9M reactions from patents (1976-2016). (1) Given the product [CH:1]1([C:9]([O:11][CH3:12])=[O:10])[CH2:2][CH2:3][CH2:4][CH:5]=[CH:6][CH2:7][CH2:8]1, predict the reactants needed to synthesize it. The reactants are: [CH:1]1([C:9]([OH:11])=[O:10])[CH2:8][CH2:7][CH2:6][CH:5]=[CH:4][CH2:3][CH2:2]1.[CH3:12]C(C)=O.C([O-])([O-])=O.[K+].[K+].CI. (2) Given the product [OH:13][CH2:12][C:9]1[CH:10]=[CH:11][C:5]2[O:4][CH2:3][C:2](=[O:1])[NH:7][C:6]=2[CH:8]=1, predict the reactants needed to synthesize it. The reactants are: [O:1]=[C:2]1[NH:7][C:6]2[CH:8]=[C:9]([C:12](OC)=[O:13])[CH:10]=[CH:11][C:5]=2[O:4][CH2:3]1.[H-].C([Al+]CC(C)C)C(C)C.Cl. (3) Given the product [CH2:1]([NH:8][C:9](=[O:24])[C:10]1[C:15]([C:16]2[CH:21]=[CH:20][CH:19]=[CH:18][C:17]=2[CH3:22])=[CH:14][C:13]([N:25]2[CH2:30][CH2:29][O:28][CH2:27][CH2:26]2)=[N:12][CH:11]=1)[C:2]1[CH:7]=[CH:6][CH:5]=[CH:4][CH:3]=1, predict the reactants needed to synthesize it. The reactants are: [CH2:1]([NH:8][C:9](=[O:24])[C:10]1[C:15]([C:16]2[CH:21]=[CH:20][CH:19]=[CH:18][C:17]=2[CH3:22])=[CH:14][C:13](Cl)=[N:12][CH:11]=1)[C:2]1[CH:7]=[CH:6][CH:5]=[CH:4][CH:3]=1.[NH:25]1[CH2:30][CH2:29][O:28][CH2:27][CH2:26]1.C(OCC)(=O)C.O.